This data is from Full USPTO retrosynthesis dataset with 1.9M reactions from patents (1976-2016). The task is: Predict the reactants needed to synthesize the given product. (1) The reactants are: [CH2:1]([OH:4])[CH2:2][OH:3].CC1C=CC(S(O)(=O)=O)=CC=1.O.[NH2:17][C:18]1[C:28]([Cl:29])=[C:27]([CH:30]=O)[C:26]([O:32][C:33]([F:36])([F:35])[F:34])=[CH:25][C:19]=1[C:20]([O:22][CH2:23][CH3:24])=[O:21].C(=O)(O)[O-].[Na+]. Given the product [NH2:17][C:18]1[C:28]([Cl:29])=[C:27]([CH:30]2[O:4][CH2:1][CH2:2][O:3]2)[C:26]([O:32][C:33]([F:36])([F:34])[F:35])=[CH:25][C:19]=1[C:20]([O:22][CH2:23][CH3:24])=[O:21], predict the reactants needed to synthesize it. (2) Given the product [Cl:1][C:2]1[CH:3]=[C:4]([N+:15]([O-:17])=[O:16])[CH:5]=[CH:6][C:7]=1[O:8][CH:9]1[CH2:14][CH2:13][N:12]([CH:18]([CH3:19])[CH3:22])[CH2:11][CH2:10]1, predict the reactants needed to synthesize it. The reactants are: [Cl:1][C:2]1[CH:3]=[C:4]([N+:15]([O-:17])=[O:16])[CH:5]=[CH:6][C:7]=1[O:8][CH:9]1[CH2:14][CH2:13][NH:12][CH2:11][CH2:10]1.[C:18](O)(=O)[CH3:19].[C:22]([BH3-])#N.[Na+].C(=O)([O-])[O-].[K+].[K+]. (3) Given the product [CH2:17]([O:19][CH:20]([O:23][CH2:24][CH3:25])[CH2:21][O:1][C:2]1[CH:3]=[C:4]2[C:8](=[CH:9][CH:10]=1)[C@H:7]([CH2:11][C:12]([O:14][CH2:15][CH3:16])=[O:13])[CH2:6][CH2:5]2)[CH3:18], predict the reactants needed to synthesize it. The reactants are: [OH:1][C:2]1[CH:3]=[C:4]2[C:8](=[CH:9][CH:10]=1)[C@H:7]([CH2:11][C:12]([O:14][CH2:15][CH3:16])=[O:13])[CH2:6][CH2:5]2.[CH2:17]([O:19][CH:20]([O:23][CH2:24][CH3:25])[CH2:21]Br)[CH3:18].C([O-])([O-])=O.[Cs+].[Cs+].O. (4) Given the product [CH3:18][C:19]1[O:23][C:22]([C:24]2[CH:29]=[CH:28][CH:27]=[CH:26][CH:25]=2)=[N:21][C:20]=1[CH2:30][CH2:31][O:32][C:15]1[CH:14]=[CH:13][C:12]([CH:9]([CH3:8])[C:10]#[N:11])=[CH:17][CH:16]=1, predict the reactants needed to synthesize it. The reactants are: OC1C=CC([CH2:8][CH:9]([C:12]2[CH:17]=[CH:16][CH:15]=[CH:14][CH:13]=2)[C:10]#[N:11])=CC=1.[CH3:18][C:19]1[O:23][C:22]([C:24]2[CH:29]=[CH:28][CH:27]=[CH:26][CH:25]=2)=[N:21][C:20]=1[CH2:30][CH2:31][OH:32]. (5) The reactants are: OC(C(F)(F)F)=O.[NH:8]1[CH2:11][CH:10]([NH:12][C:13](=[O:30])[CH2:14][NH:15][C:16]2[C:24]3[C:19](=[CH:20][CH:21]=[C:22]([C:25]([F:28])([F:27])[F:26])[CH:23]=3)[N:18]([CH3:29])[N:17]=2)[CH2:9]1.[OH:31][C:32]1([C:39]2[S:40][CH:41]=[CH:42][N:43]=2)[CH2:37][CH2:36][C:35](=O)[CH2:34][CH2:33]1. Given the product [OH:31][C:32]1([C:39]2[S:40][CH:41]=[CH:42][N:43]=2)[CH2:33][CH2:34][CH:35]([N:8]2[CH2:9][CH:10]([NH:12][C:13](=[O:30])[CH2:14][NH:15][C:16]3[C:24]4[C:19](=[CH:20][CH:21]=[C:22]([C:25]([F:27])([F:26])[F:28])[CH:23]=4)[N:18]([CH3:29])[N:17]=3)[CH2:11]2)[CH2:36][CH2:37]1, predict the reactants needed to synthesize it.